Task: Predict which catalyst facilitates the given reaction.. Dataset: Catalyst prediction with 721,799 reactions and 888 catalyst types from USPTO (1) Reactant: CN1C=CN=C1.[CH:7]1([CH2:12][C@H:13]([CH2:34][N:35]([CH:44]=[O:45])[O:36][CH2:37][C:38]2[CH:43]=[CH:42][CH:41]=[CH:40][CH:39]=2)[C:14]([N:16]2[C@H:20]([C:21]([OH:23])=O)[CH2:19][CH2:18][N:17]2[C:24]([O:26][CH2:27][C:28]2[CH:33]=[CH:32][CH:31]=[CH:30][CH:29]=2)=[O:25])=[O:15])[CH2:11][CH2:10][CH2:9][CH2:8]1.S(Cl)(C)(=O)=O.[CH3:51][N:52]([CH2:54][C:55]1[N:60]=[C:59]([NH2:61])[CH:58]=[CH:57][N:56]=1)[CH3:53]. Product: [CH:7]1([CH2:12][C@H:13]([CH2:34][N:35]([CH:44]=[O:45])[O:36][CH2:37][C:38]2[CH:39]=[CH:40][CH:41]=[CH:42][CH:43]=2)[C:14]([N:16]2[C@H:20]([C:21]([NH:61][C:59]3[CH:58]=[CH:57][N:56]=[C:55]([CH2:54][N:52]([CH3:53])[CH3:51])[N:60]=3)=[O:23])[CH2:19][CH2:18][N:17]2[C:24]([O:26][CH2:27][C:28]2[CH:33]=[CH:32][CH:31]=[CH:30][CH:29]=2)=[O:25])=[O:15])[CH2:8][CH2:9][CH2:10][CH2:11]1. The catalyst class is: 2. (2) Reactant: [NH:1]1[C:5]2[CH:6]=[CH:7][CH:8]=[CH:9][C:4]=2[N:3]=[C:2]1[CH2:10][N:11]([CH2:30][CH:31](OC)OC)[C:12]([C:14]1[NH:15][CH:16]=[C:17]([C:19](=[O:29])[C:20]2[C:25]([F:26])=[CH:24][C:23]([F:27])=[CH:22][C:21]=2[F:28])[CH:18]=1)=[O:13]. Product: [NH:3]1[C:4]2[CH:9]=[CH:8][CH:7]=[CH:6][C:5]=2[N:1]=[C:2]1[CH2:10][N:11]1[CH:30]=[CH:31][C:18]2[C:17]([C:19](=[O:29])[C:20]3[C:21]([F:28])=[CH:22][C:23]([F:27])=[CH:24][C:25]=3[F:26])=[CH:16][NH:15][C:14]=2[C:12]1=[O:13]. The catalyst class is: 144. (3) Product: [Cl:1][C:2]1[C:7]([C:8]2[N:12]([S:39]([C:36]3[CH:37]=[N:38][C:33]([CH3:32])=[CH:34][CH:35]=3)(=[O:41])=[O:40])[CH:11]=[C:10]([CH:13]=[O:14])[CH:9]=2)=[CH:6][CH:5]=[CH:4][N:3]=1. The catalyst class is: 685. Reactant: [Cl:1][C:2]1[C:7]([C:8]2[NH:12][CH:11]=[C:10]([CH:13]=[O:14])[CH:9]=2)=[CH:6][CH:5]=[CH:4][N:3]=1.[H-].[Na+].C1OCCOCCOCCOCCOC1.[CH3:32][C:33]1[N:38]=[CH:37][C:36]([S:39](Cl)(=[O:41])=[O:40])=[CH:35][CH:34]=1. (4) Reactant: C([O-])([O-])=O.[K+].[K+].[CH2:7]([O:14][C:15]([NH:17][C@@H:18]([C:26]([NH:28][O:29][CH3:30])=[O:27])[C@@H:19](CS([O-])(=O)=O)[CH3:20])=[O:16])[C:8]1[CH:13]=[CH:12][CH:11]=[CH:10][CH:9]=1. Product: [CH2:7]([O:14][C:15](=[O:16])[NH:17][C@@H:18]1[C:26](=[O:27])[N:28]([O:29][CH3:30])[C@H:19]1[CH3:20])[C:8]1[CH:13]=[CH:12][CH:11]=[CH:10][CH:9]=1. The catalyst class is: 21. (5) Reactant: [Cl:1][C:2]1[CH:7]=[CH:6][C:5]([OH:8])=[C:4]([F:9])[CH:3]=1.[OH-].[K+].Cl[C:13]1[C:18]([C:19]#[N:20])=[CH:17][N:16]=[C:15]2[C:21]3[CH:27]=[CH:26][CH:25]=[CH:24][C:22]=3[S:23][C:14]=12. Product: [Cl:1][C:2]1[CH:7]=[CH:6][C:5]([O:8][C:13]2[C:18]([C:19]#[N:20])=[CH:17][N:16]=[C:15]3[C:21]4[CH:27]=[CH:26][CH:25]=[CH:24][C:22]=4[S:23][C:14]=23)=[C:4]([F:9])[CH:3]=1. The catalyst class is: 13. (6) Reactant: O=P(Cl)(Cl)Cl.[Cl:6][C:7]1[C:8]([CH2:13][NH:14][C:15]([C@H:17]2[CH2:25][CH2:24][C@H:23]3[N:19]([C:20](=[O:26])[CH2:21][CH2:22]3)[CH2:18]2)=O)=[N:9][CH:10]=[CH:11][N:12]=1.CN(C=O)C. The catalyst class is: 10. Product: [Cl:6][C:7]1[C:8]2[N:9]([C:15]([C@H:17]3[CH2:25][CH2:24][C@H:23]4[N:19]([C:20](=[O:26])[CH2:21][CH2:22]4)[CH2:18]3)=[N:14][CH:13]=2)[CH:10]=[CH:11][N:12]=1. (7) Reactant: [CH2:1]([NH:8][C:9]([C:11]1[CH:20]=[CH:19][C:18]2[C:13](=[C:14](Br)[CH:15]=[N:16][CH:17]=2)[N:12]=1)=[O:10])[C:2]1[CH:7]=[CH:6][CH:5]=[CH:4][CH:3]=1.[N:22]1[CH:27]=[CH:26][CH:25]=[C:24](B(O)O)[CH:23]=1.C(=O)([O-])[O-].[Cs+].[Cs+]. Product: [CH2:1]([NH:8][C:9]([C:11]1[CH:20]=[CH:19][C:18]2[C:13](=[C:14]([C:24]3[CH:23]=[N:22][CH:27]=[CH:26][CH:25]=3)[CH:15]=[N:16][CH:17]=2)[N:12]=1)=[O:10])[C:2]1[CH:7]=[CH:6][CH:5]=[CH:4][CH:3]=1. The catalyst class is: 688. (8) Reactant: [CH3:1][N:2]([CH3:16])[CH:3]1[CH2:15][C:7]2[C:8]3[CH:9]=[CH:10][NH:11][C:12]=3[CH:13]=[CH:14][C:6]=2[CH2:5][CH2:4]1.[C:17]1([S:23](Cl)(=[O:25])=[O:24])[CH:22]=[CH:21][CH:20]=[CH:19][CH:18]=1.CC([O-])(C)C.[K+]. Product: [CH3:1][N:2]([CH3:16])[CH:3]1[CH2:15][C:7]2[C:8]3[CH:9]=[CH:10][N:11]([S:23]([C:17]4[CH:22]=[CH:21][CH:20]=[CH:19][CH:18]=4)(=[O:25])=[O:24])[C:12]=3[CH:13]=[CH:14][C:6]=2[CH2:5][CH2:4]1. The catalyst class is: 1. (9) Product: [CH2:42]([CH:26]1[CH2:25][CH:24]([C:30]([OH:32])=[O:31])[C:23]2[C:28](=[CH:29][C:20]([O:19][C:18]3[CH:36]=[CH:37][C:15]([C:13](=[O:14])[NH:12][CH2:11][CH2:10][C:8]4[CH:7]=[CH:6][C:5]5[O:1][CH2:2][O:3][C:4]=5[CH:9]=4)=[CH:16][CH:17]=3)=[C:21]([Cl:35])[CH:22]=2)[O:27]1)[CH3:43]. Reactant: [O:1]1[C:5]2[CH:6]=[CH:7][C:8]([CH2:10][CH2:11][NH:12][C:13]([C:15]3[CH:37]=[CH:36][C:18]([O:19][C:20]4[CH:29]=[C:28]5[C:23]([CH:24]([C:30]([O:32]CC)=[O:31])[CH2:25][CH2:26][O:27]5)=[CH:22][C:21]=4[Cl:35])=[CH:17][CH:16]=3)=[O:14])=[CH:9][C:4]=2[O:3][CH2:2]1.[OH-].[Na+].Cl.O1CC[CH2:43][CH:42]1CCO. The catalyst class is: 13.